Dataset: Reaction yield outcomes from USPTO patents with 853,638 reactions. Task: Predict the reaction yield, written as a fraction of the theoretical maximum amount of product (1.0 means a 100% yield; for example, 0.34 means a 34% yield). (1) The reactants are Br[C:2]1[CH:7]=[CH:6][N:5]2[CH:8]=[CH:9][N:10]=[C:4]2[CH:3]=1.C(OCC)(=O)[CH2:12][C:13]([O:15][CH2:16][CH3:17])=[O:14].C(=O)([O-])[O-].[Cs+].[Cs+].N1C=CC=CC=1C(O)=O. The catalyst is O1CCOCC1.[Cu]I. The product is [CH2:16]([O:15][C:13](=[O:14])[CH2:12][C:2]1[CH:7]=[CH:6][N:5]2[CH:8]=[CH:9][N:10]=[C:4]2[CH:3]=1)[CH3:17]. The yield is 0.290. (2) The yield is 0.970. The catalyst is C1COCC1. The product is [Cl:34][C:28]1[CH:29]=[C:30]([Cl:33])[CH:31]=[CH:32][C:27]=1[C:17]([S:18]([C:21]1[CH:26]=[CH:25][CH:24]=[CH:23][CH:22]=1)(=[O:20])=[O:19])=[CH2:16]. The reactants are C1CCN2C(=NCCC2)CC1.C(O[CH2:16][CH:17]([C:27]1[CH:32]=[CH:31][C:30]([Cl:33])=[CH:29][C:28]=1[Cl:34])[S:18]([C:21]1[CH:26]=[CH:25][CH:24]=[CH:23][CH:22]=1)(=[O:20])=[O:19])(=O)C.